From a dataset of Forward reaction prediction with 1.9M reactions from USPTO patents (1976-2016). Predict the product of the given reaction. (1) Given the reactants [CH3:1][S:2][C:3]1[CH:8]=[CH:7][C:6]([NH:9][S:10]([C:13]2[CH:18]=[CH:17][CH:16]=[CH:15][C:14]=2[N+:19]([O-:21])=[O:20])(=[O:12])=[O:11])=[CH:5][CH:4]=1.[C:22]([O:26][C:27]([N:29]1[CH2:34][CH2:33][CH:32]([CH2:35][CH2:36][CH2:37]O)[CH2:31][CH2:30]1)=[O:28])([CH3:25])([CH3:24])[CH3:23].C1(P(C2C=CC=CC=2)C2C=CC=CC=2)C=CC=CC=1.CC(OC(/N=N/C(OC(C)(C)C)=O)=O)(C)C, predict the reaction product. The product is: [C:22]([O:26][C:27]([N:29]1[CH2:34][CH2:33][CH:32]([CH2:35][CH2:36][CH2:37][N:9]([C:6]2[CH:7]=[CH:8][C:3]([S:2][CH3:1])=[CH:4][CH:5]=2)[S:10]([C:13]2[CH:18]=[CH:17][CH:16]=[CH:15][C:14]=2[N+:19]([O-:21])=[O:20])(=[O:12])=[O:11])[CH2:31][CH2:30]1)=[O:28])([CH3:25])([CH3:24])[CH3:23]. (2) Given the reactants CS([C:5]1[S:6][C:7]2[CH:13]=[CH:12][CH:11]=[CH:10][C:8]=2[N:9]=1)(=O)=O.[Cl:14][C:15]1[CH:16]=[C:17]([CH:31]=[CH:32][C:33]=1[Cl:34])[CH2:18][N:19]1[CH2:24][CH2:23][N:22]([CH2:25][CH:26]([NH2:30])[CH:27]([CH3:29])[CH3:28])[CH2:21][CH2:20]1, predict the reaction product. The product is: [S:6]1[C:7]2[CH:13]=[CH:12][CH:11]=[CH:10][C:8]=2[N:9]=[C:5]1[NH:30][CH:26]([CH2:25][N:22]1[CH2:23][CH2:24][N:19]([CH2:18][C:17]2[CH:31]=[CH:32][C:33]([Cl:34])=[C:15]([Cl:14])[CH:16]=2)[CH2:20][CH2:21]1)[CH:27]([CH3:29])[CH3:28]. (3) The product is: [NH2:17][C:10]1[C:11]2=[N:12][CH:13]=[CH:14][CH:15]=[C:16]2[C:8]([C:4]2[CH:3]=[C:2]([C:30]3[CH:31]=[C:32]([CH:35]=[CH:36][N:37]=3)[C:33]#[N:34])[CH:7]=[CH:6][CH:5]=2)([C:18]2[CH:23]=[CH:22][N:21]=[C:20]([C:24]([F:26])([F:25])[F:27])[CH:19]=2)[N:9]=1. Given the reactants Br[C:2]1[CH:3]=[C:4]([C:8]2([C:18]3[CH:23]=[CH:22][N:21]=[C:20]([C:24]([F:27])([F:26])[F:25])[CH:19]=3)[C:16]3[C:11](=[N:12][CH:13]=[CH:14][CH:15]=3)[C:10]([NH2:17])=[N:9]2)[CH:5]=[CH:6][CH:7]=1.C[Sn](C)(C)[C:30]1[CH:31]=[C:32]([CH:35]=[CH:36][N:37]=1)[C:33]#[N:34], predict the reaction product. (4) Given the reactants [CH:1]([N:14]1[C:22]2[C:17](=[CH:18][C:19]([Cl:23])=[CH:20][CH:21]=2)[C:16]([CH2:24][CH2:25][O:26][C:27]2[CH:36]=[CH:35][C:30]([C:31]([O:33]C)=[O:32])=[CH:29][CH:28]=2)=[C:15]1[CH2:37][CH2:38][NH:39][S:40]([CH2:43]Cl)(=[O:42])=[O:41])([C:8]1[CH:13]=[CH:12][CH:11]=[CH:10][CH:9]=1)[C:2]1[CH:7]=[CH:6][CH:5]=[CH:4][CH:3]=1.[F:45][C:46]1[CH:51]=[C:50]([F:52])[CH:49]=[CH:48][C:47]=1[SH:53], predict the reaction product. The product is: [CH:1]([N:14]1[C:22]2[C:17](=[CH:18][C:19]([Cl:23])=[CH:20][CH:21]=2)[C:16]([CH2:24][CH2:25][O:26][C:27]2[CH:28]=[CH:29][C:30]([C:31]([OH:33])=[O:32])=[CH:35][CH:36]=2)=[C:15]1[CH2:37][CH2:38][NH:39][S:40]([CH2:43][S:53][C:47]1[CH:48]=[CH:49][C:50]([F:52])=[CH:51][C:46]=1[F:45])(=[O:42])=[O:41])([C:2]1[CH:7]=[CH:6][CH:5]=[CH:4][CH:3]=1)[C:8]1[CH:13]=[CH:12][CH:11]=[CH:10][CH:9]=1.